This data is from Catalyst prediction with 721,799 reactions and 888 catalyst types from USPTO. The task is: Predict which catalyst facilitates the given reaction. (1) Reactant: [CH3:1][C:2]1[CH:10]=[C:9]([CH3:11])[CH:8]=[CH:7][C:3]=1[C:4]([OH:6])=O.Cl.CN(C)CCCN=C=NCC.CN1CCOCC1.Cl.[CH3:32][O:33][C:34](=[O:38])[C@H:35]([CH3:37])[NH2:36]. Product: [CH3:32][O:33][C:34](=[O:38])[C@H:35]([CH3:37])[NH:36][C:4](=[O:6])[C:3]1[CH:7]=[CH:8][C:9]([CH3:11])=[CH:10][C:2]=1[CH3:1]. The catalyst class is: 9. (2) Reactant: Cl[C:2]1[CH:7]=[CH:6][N:5]=[CH:4][C:3]=1[N+:8]([O-:10])=[O:9].C([O-])([O-])=O.[K+].[K+].[CH:17]1([CH2:20][OH:21])[CH2:19][CH2:18]1. Product: [CH:17]1([CH2:20][O:21][C:2]2[CH:7]=[CH:6][N:5]=[CH:4][C:3]=2[N+:8]([O-:10])=[O:9])[CH2:19][CH2:18]1. The catalyst class is: 255. (3) Reactant: [C:1]([CH2:4][N:5]1[C:9]2=[N:10][CH:11]=[CH:12][C:13]([Cl:14])=[C:8]2[C:7]([C:15]([OH:17])=O)=[CH:6]1)(=[O:3])[NH2:2].CCN(CC)CC.Cl.[NH2:26][CH2:27][C:28]1([OH:36])[CH2:33][CH2:32][CH2:31][C:30]([F:35])([F:34])[CH2:29]1.C(Cl)CCl.N1(O)C2C=CC=CC=2N=N1. Product: [F:34][C:30]1([F:35])[CH2:31][CH2:32][CH2:33][C:28]([CH2:27][NH:26][C:15]([C:7]2[C:8]3[C:9](=[N:10][CH:11]=[CH:12][C:13]=3[Cl:14])[N:5]([CH2:4][C:1](=[O:3])[NH2:2])[CH:6]=2)=[O:17])([OH:36])[CH2:29]1. The catalyst class is: 1. (4) Reactant: [C:1]([O:5][C:6](=[O:17])[CH2:7][O:8][C:9]1[CH:14]=[CH:13][CH:12]=[C:11]([CH2:15][NH2:16])[CH:10]=1)([CH3:4])([CH3:3])[CH3:2].[S:18]1[CH:22]=[CH:21][N:20]=[C:19]1[C:23]1[CH:30]=[CH:29][C:26]([CH:27]=O)=[CH:25][CH:24]=1.[BH4-].[Na+]. Product: [C:1]([O:5][C:6](=[O:17])[CH2:7][O:8][C:9]1[CH:14]=[CH:13][CH:12]=[C:11]([CH2:15][NH:16][CH2:27][C:26]2[CH:25]=[CH:24][C:23]([C:19]3[S:18][CH:22]=[CH:21][N:20]=3)=[CH:30][CH:29]=2)[CH:10]=1)([CH3:4])([CH3:2])[CH3:3]. The catalyst class is: 5. (5) Reactant: [CH3:1][CH:2]([N:4]1[C:12](/[CH:13]=[CH:14]/[C@H:15]([OH:24])[CH2:16][C@H:17]([OH:23])[CH2:18][C:19]([O:21]C)=[O:20])=[C:11]([C:25]2[CH:30]=[CH:29][C:28]([F:31])=[CH:27][CH:26]=2)[C:10]2[C:5]1=[CH:6][CH:7]=[CH:8][CH:9]=2)[CH3:3].[OH-].[Na+:33].C(O)CCC. Product: [CH3:3][CH:2]([N:4]1[C:12](/[CH:13]=[CH:14]/[CH:15]([OH:24])[CH2:16][CH:17]([OH:23])[CH2:18][C:19]([O-:21])=[O:20])=[C:11]([C:25]2[CH:26]=[CH:27][C:28]([F:31])=[CH:29][CH:30]=2)[C:10]2[CH:9]=[CH:8][CH:7]=[CH:6][C:5]1=2)[CH3:1].[Na+:33]. The catalyst class is: 10.